Regression. Given two drug SMILES strings and cell line genomic features, predict the synergy score measuring deviation from expected non-interaction effect. From a dataset of NCI-60 drug combinations with 297,098 pairs across 59 cell lines. (1) Drug 1: CC12CCC3C(C1CCC2=O)CC(=C)C4=CC(=O)C=CC34C. Drug 2: C1=NNC2=C1C(=O)NC=N2. Cell line: MOLT-4. Synergy scores: CSS=64.0, Synergy_ZIP=-0.372, Synergy_Bliss=2.54, Synergy_Loewe=-8.58, Synergy_HSA=2.09. (2) Drug 1: CC1=C(C=C(C=C1)C(=O)NC2=CC(=CC(=C2)C(F)(F)F)N3C=C(N=C3)C)NC4=NC=CC(=N4)C5=CN=CC=C5. Drug 2: B(C(CC(C)C)NC(=O)C(CC1=CC=CC=C1)NC(=O)C2=NC=CN=C2)(O)O. Cell line: UO-31. Synergy scores: CSS=35.3, Synergy_ZIP=0.867, Synergy_Bliss=0.206, Synergy_Loewe=-46.0, Synergy_HSA=-2.87. (3) Drug 1: CNC(=O)C1=CC=CC=C1SC2=CC3=C(C=C2)C(=NN3)C=CC4=CC=CC=N4. Drug 2: CC(C)NC(=O)C1=CC=C(C=C1)CNNC.Cl. Cell line: CCRF-CEM. Synergy scores: CSS=5.68, Synergy_ZIP=1.70, Synergy_Bliss=5.41, Synergy_Loewe=-5.74, Synergy_HSA=-1.21. (4) Drug 1: CCC1(CC2CC(C3=C(CCN(C2)C1)C4=CC=CC=C4N3)(C5=C(C=C6C(=C5)C78CCN9C7C(C=CC9)(C(C(C8N6C=O)(C(=O)OC)O)OC(=O)C)CC)OC)C(=O)OC)O.OS(=O)(=O)O. Drug 2: CC1=C(C(=O)C2=C(C1=O)N3CC4C(C3(C2COC(=O)N)OC)N4)N. Cell line: LOX IMVI. Synergy scores: CSS=35.5, Synergy_ZIP=2.05, Synergy_Bliss=1.27, Synergy_Loewe=-8.53, Synergy_HSA=0.602. (5) Drug 1: C(=O)(N)NO. Drug 2: CC1C(C(CC(O1)OC2CC(CC3=C2C(=C4C(=C3O)C(=O)C5=C(C4=O)C(=CC=C5)OC)O)(C(=O)CO)O)N)O.Cl. Cell line: HOP-62. Synergy scores: CSS=32.5, Synergy_ZIP=0.509, Synergy_Bliss=1.16, Synergy_Loewe=-48.2, Synergy_HSA=0.523. (6) Cell line: BT-549. Drug 2: CCCS(=O)(=O)NC1=C(C(=C(C=C1)F)C(=O)C2=CNC3=C2C=C(C=N3)C4=CC=C(C=C4)Cl)F. Synergy scores: CSS=1.55, Synergy_ZIP=1.69, Synergy_Bliss=-1.13, Synergy_Loewe=-13.6, Synergy_HSA=-3.31. Drug 1: C1=NC2=C(N1)C(=S)N=C(N2)N. (7) Drug 1: CCCS(=O)(=O)NC1=C(C(=C(C=C1)F)C(=O)C2=CNC3=C2C=C(C=N3)C4=CC=C(C=C4)Cl)F. Drug 2: CC(C)(C#N)C1=CC(=CC(=C1)CN2C=NC=N2)C(C)(C)C#N. Cell line: TK-10. Synergy scores: CSS=7.12, Synergy_ZIP=-1.49, Synergy_Bliss=1.47, Synergy_Loewe=0.844, Synergy_HSA=1.31. (8) Drug 1: CN(CCCl)CCCl.Cl. Drug 2: C1CN(CCN1C(=O)CCBr)C(=O)CCBr. Cell line: SF-539. Synergy scores: CSS=33.8, Synergy_ZIP=-2.43, Synergy_Bliss=-0.193, Synergy_Loewe=-3.25, Synergy_HSA=2.40.